The task is: Predict which catalyst facilitates the given reaction.. This data is from Catalyst prediction with 721,799 reactions and 888 catalyst types from USPTO. (1) The catalyst class is: 126. Reactant: N[C:2]1[C:11]2[C:6](=[CH:7][CH:8]=[CH:9][CH:10]=2)[C:5]([N+:12]([O-:14])=[O:13])=[CH:4][N:3]=1.[OH:15]S(O)(=O)=O.N([O-])=O.[Na+]. Product: [OH:15][C:2]1[C:11]2[C:6](=[CH:7][CH:8]=[CH:9][CH:10]=2)[C:5]([N+:12]([O-:14])=[O:13])=[CH:4][N:3]=1. (2) Reactant: B(Br)(Br)Br.[CH:5]1([C:8]2[CH:15]=[CH:14][C:11]([CH:12]=[O:13])=[C:10]([O:16]C)[C:9]=2[F:18])[CH2:7][CH2:6]1.C(=O)([O-])O.[Na+]. Product: [CH:5]1([C:8]2[CH:15]=[CH:14][C:11]([CH:12]=[O:13])=[C:10]([OH:16])[C:9]=2[F:18])[CH2:6][CH2:7]1. The catalyst class is: 4. (3) Product: [OH:20][CH2:19][CH2:18][C:14]1[C:13]2[C:17](=[C:9]([OH:8])[CH:10]=[CH:11][CH:12]=2)[NH:16][CH:15]=1. The catalyst class is: 29. Reactant: C([O:8][C:9]1[CH:10]=[CH:11][CH:12]=[C:13]2[C:17]=1[NH:16][CH:15]=[C:14]2[CH2:18][CH2:19][OH:20])C1C=CC=CC=1.C([O-])=O.[NH4+]. (4) Reactant: Cl[C:2]1[C:11]2=[N:12][N:13](CC3C=CC(OC)=CC=3)[CH:14]=[C:10]2[C:9]2[CH:8]=[C:7]([O:24][CH3:25])[CH:6]=[CH:5][C:4]=2[N:3]=1.[NH2:26][C:27]1[CH:28]=[C:29]([S:33]([CH2:36][CH2:37][OH:38])(=[O:35])=[O:34])[CH:30]=[CH:31][CH:32]=1.Cl. Product: [CH3:25][O:24][C:7]1[CH:6]=[CH:5][C:4]2[N:3]=[C:2]([NH:26][C:27]3[CH:28]=[C:29]([S:33]([CH2:36][CH2:37][OH:38])(=[O:35])=[O:34])[CH:30]=[CH:31][CH:32]=3)[C:11]3=[N:12][NH:13][CH:14]=[C:10]3[C:9]=2[CH:8]=1. The catalyst class is: 71. (5) Reactant: C(OC(=O)[NH:7][CH2:8][CH2:9][C:10](=[O:18])[NH:11][C:12]1[CH:13]=[N:14][CH:15]=[CH:16][CH:17]=1)(C)(C)C.[Si]([I:24])(C)(C)C.CO. Product: [IH:24].[NH2:7][CH2:8][CH2:9][C:10]([NH:11][C:12]1[CH:13]=[N:14][CH:15]=[CH:16][CH:17]=1)=[O:18]. The catalyst class is: 23. (6) Reactant: N(C(OCC)=O)=NC(OCC)=O.C1C=CC(P(C2C=CC=CC=2)C2C=CC=CC=2)=CC=1.[O:32]=[CH:33][C:34]1[CH:42]=[CH:41][C:39]([OH:40])=[C:36]([O:37][CH3:38])[CH:35]=1.[Cl:43][C:44]1[CH:51]=[C:50]([F:52])[CH:49]=[CH:48][C:45]=1[CH2:46]O. Product: [Cl:43][C:44]1[CH:51]=[C:50]([F:52])[CH:49]=[CH:48][C:45]=1[CH2:46][O:40][C:39]1[CH:41]=[CH:42][C:34]([CH:33]=[O:32])=[CH:35][C:36]=1[O:37][CH3:38]. The catalyst class is: 1. (7) Reactant: [NH2:1][C:2]1[CH:7]=[CH:6][C:5]([CH:8]2[C:17]3[C:12](=[CH:13][CH:14]=[C:15]([Cl:18])[CH:16]=3)[C:11]([NH:19][CH3:20])=[N:10][CH2:9]2)=[CH:4][CH:3]=1.Cl. Product: [ClH:18].[NH2:1][C:2]1[CH:3]=[CH:4][C:5]([CH:8]2[C:17]3[C:12](=[CH:13][CH:14]=[C:15]([Cl:18])[CH:16]=3)[C:11]([NH:19][CH3:20])=[N:10][CH2:9]2)=[CH:6][CH:7]=1. The catalyst class is: 13. (8) Reactant: [Cl:1][C:2]1[CH:7]=[C:6]([N:8]2[C:12]3=[N:13][CH:14]=[CH:15][CH:16]=[C:11]3[N:10]=[CH:9]2)[CH:5]=[CH:4][C:3]=1[CH2:17][C:18]([OH:20])=O.[CH2:21]([N:23]1[CH2:28][CH2:27][N:26]([CH2:29][C:30]2[CH:35]=[CH:34][C:33]([NH2:36])=[CH:32][C:31]=2[C:37]([F:40])([F:39])[F:38])[CH2:25][CH2:24]1)[CH3:22]. Product: [Cl:1][C:2]1[CH:7]=[C:6]([N:8]2[C:12]3=[N:13][CH:14]=[CH:15][CH:16]=[C:11]3[N:10]=[CH:9]2)[CH:5]=[CH:4][C:3]=1[CH2:17][C:18]([NH:36][C:33]1[CH:34]=[CH:35][C:30]([CH2:29][N:26]2[CH2:25][CH2:24][N:23]([CH2:21][CH3:22])[CH2:28][CH2:27]2)=[C:31]([C:37]([F:40])([F:39])[F:38])[CH:32]=1)=[O:20]. The catalyst class is: 61. (9) Product: [C:22]([NH:21][C:24]([O:26][C:27]1[CH:32]=[CH:31][CH:30]=[CH:29][CH:28]=1)=[O:25])([O:14][CH2:13][N:9]1[C:10]([CH2:11][CH3:12])=[C:6]([CH2:5][C:4]2[CH:17]=[C:18]([Cl:20])[CH:19]=[C:2]([Cl:1])[CH:3]=2)[C:7]([CH2:15][CH3:16])=[N:8]1)=[O:23]. The catalyst class is: 9. Reactant: [Cl:1][C:2]1[CH:3]=[C:4]([CH:17]=[C:18]([Cl:20])[CH:19]=1)[CH2:5][C:6]1[C:7]([CH2:15][CH3:16])=[N:8][N:9]([CH2:13][OH:14])[C:10]=1[CH2:11][CH3:12].[N:21]([C:24]([O:26][C:27]1[CH:32]=[CH:31][CH:30]=[CH:29][CH:28]=1)=[O:25])=[C:22]=[O:23].